From a dataset of Reaction yield outcomes from USPTO patents with 853,638 reactions. Predict the reaction yield, written as a fraction of the theoretical maximum amount of product (1.0 means a 100% yield; for example, 0.34 means a 34% yield). (1) The product is [ClH:1].[CH3:45][N:46]([CH2:47][C:48]1[C:57]2[C:52](=[CH:53][CH:54]=[CH:55][CH:56]=2)[C:51]([CH3:58])=[CH:50][CH:49]=1)[C:22](=[O:23])/[CH:21]=[CH:20]/[C:17]1[CH:18]=[N:19][C:13]2[NH:12][C:11](=[O:25])[N:10]([CH2:9][CH2:8][N:2]3[CH2:7][CH2:6][O:5][CH2:4][CH2:3]3)[CH2:15][C:14]=2[CH:16]=1. No catalyst specified. The yield is 0.500. The reactants are [ClH:1].[N:2]1([CH2:8][CH2:9][N:10]2[CH2:15][C:14]3[CH:16]=[C:17](/[CH:20]=[CH:21]/[C:22](O)=[O:23])[CH:18]=[N:19][C:13]=3[NH:12][C:11]2=[O:25])[CH2:7][CH2:6][O:5][CH2:4][CH2:3]1.Cl.CN1CC2C=C(/C=C/C(O)=O)C=NC=2NC(=O)C1.[CH3:45][NH:46][CH2:47][C:48]1[C:57]2[C:52](=[CH:53][CH:54]=[CH:55][CH:56]=2)[C:51]([CH3:58])=[CH:50][CH:49]=1.CNCC1C=CC2C(=CC=CC=2)C=1CCC. (2) The reactants are [CH:1]1([C:4]2[N:9]=[CH:8][C:7]([OH:10])=[CH:6][N:5]=2)[CH2:3][CH2:2]1.F[C:12]1[CH:19]=[CH:18][C:15]([CH:16]=[O:17])=[CH:14][CH:13]=1.C(=O)([O-])[O-].[K+].[K+]. The catalyst is CN(C=O)C.O. The product is [CH:1]1([C:4]2[N:9]=[CH:8][C:7]([O:10][C:12]3[CH:19]=[CH:18][C:15]([CH:16]=[O:17])=[CH:14][CH:13]=3)=[CH:6][N:5]=2)[CH2:3][CH2:2]1. The yield is 0.990.